Dataset: Full USPTO retrosynthesis dataset with 1.9M reactions from patents (1976-2016). Task: Predict the reactants needed to synthesize the given product. (1) Given the product [CH3:1][C:2]1([CH3:31])[CH2:11][CH:10]=[C:9]([S:12]([C:13]2[CH:18]=[CH:17][CH:16]=[CH:15][CH:14]=2)(=[O:45])=[O:48])[C:8]2[CH:7]=[C:6]([C:19]([O:21][C:22]3[CH:23]=[CH:24][C:25]([C:26]([O:28][CH2:32][CH3:33])=[O:27])=[CH:29][CH:30]=3)=[O:20])[CH:5]=[CH:4][C:3]1=2, predict the reactants needed to synthesize it. The reactants are: [CH3:1][C:2]1([CH3:31])[CH2:11][CH:10]=[C:9]([S:12][C:13]2[CH:18]=[CH:17][CH:16]=[CH:15][CH:14]=2)[C:8]2[CH:7]=[C:6]([C:19]([O:21][C:22]3[CH:30]=[CH:29][C:25]([C:26]([OH:28])=[O:27])=[CH:24][CH:23]=3)=[O:20])[CH:5]=[CH:4][C:3]1=2.[CH2:32]1COC[CH2:33]1.ClC1C=CC=C(C(OO)=[O:45])C=1.[OH2:48]. (2) Given the product [F:1][C:2]1[CH:10]=[C:9]([C:11]2[N:16]=[C:15]3[N:17]([CH2:20][C:21]4[CH:22]=[C:23]5[C:28](=[CH:29][CH:30]=4)[N:27]=[CH:26][CH:25]=[CH:24]5)[N:18]=[N:19][C:14]3=[CH:13][CH:12]=2)[CH:8]=[C:7]([F:31])[C:3]=1[C:4]([NH2:32])=[O:6], predict the reactants needed to synthesize it. The reactants are: [F:1][C:2]1[CH:10]=[C:9]([C:11]2[N:16]=[C:15]3[N:17]([CH2:20][C:21]4[CH:22]=[C:23]5[C:28](=[CH:29][CH:30]=4)[N:27]=[CH:26][CH:25]=[CH:24]5)[N:18]=[N:19][C:14]3=[CH:13][CH:12]=2)[CH:8]=[C:7]([F:31])[C:3]=1[C:4]([OH:6])=O.[NH3:32]. (3) Given the product [OH:36][NH:35][C:34](=[O:37])/[CH:33]=[CH:32]/[C:29]1[CH:28]=[CH:27][C:26]([CH:10]2[CH2:9][NH:8][CH2:13][CH2:12][N:11]2[CH2:14][CH2:15][C:16]2[C:24]3[C:19](=[CH:20][CH:21]=[CH:22][CH:23]=3)[NH:18][C:17]=2[CH3:25])=[CH:31][CH:30]=1, predict the reactants needed to synthesize it. The reactants are: C(OC([N:8]1[CH2:13][CH2:12][N:11]([CH2:14][CH2:15][C:16]2[C:24]3[C:19](=[CH:20][CH:21]=[CH:22][CH:23]=3)[NH:18][C:17]=2[CH3:25])[CH:10]([C:26]2[CH:31]=[CH:30][C:29](/[CH:32]=[CH:33]/[C:34](=[O:37])[NH:35][OH:36])=[CH:28][CH:27]=2)[CH2:9]1)=O)(C)(C)C.Cl. (4) Given the product [F:41][C:42]([F:56])([F:57])[C:43]1[CH:44]=[C:45]([CH2:53][N:54]([CH3:55])[C:5]([N:21]2[CH2:22][CH2:23][C@@:24]([NH:29][C:30](=[O:39])[O:31][CH2:32][C:33]3[CH:34]=[CH:35][CH:36]=[CH:37][CH:38]=3)([CH2:26][CH:27]=[CH2:28])[CH2:25][C@@H:20]2[C:17]2[CH:18]=[CH:19][C:14]([F:13])=[CH:15][C:16]=2[CH3:40])=[O:11])[CH:46]=[C:47]([C:49]([F:50])([F:51])[F:52])[CH:48]=1, predict the reactants needed to synthesize it. The reactants are: ClC(Cl)(O[C:5](=[O:11])OC(Cl)(Cl)Cl)Cl.[F:13][C:14]1[CH:19]=[CH:18][C:17]([C@H:20]2[CH2:25][C@:24]([NH:29][C:30](=[O:39])[O:31][CH2:32][C:33]3[CH:38]=[CH:37][CH:36]=[CH:35][CH:34]=3)([CH2:26][CH:27]=[CH2:28])[CH2:23][CH2:22][NH:21]2)=[C:16]([CH3:40])[CH:15]=1.[F:41][C:42]([F:57])([F:56])[C:43]1[CH:44]=[C:45]([CH2:53][NH:54][CH3:55])[CH:46]=[C:47]([C:49]([F:52])([F:51])[F:50])[CH:48]=1.C([O-])(O)=O.[Na+]. (5) Given the product [CH2:19]([N:16]1[CH2:17][CH2:18][C:13]([CH3:26])([C:9]2[CH:10]=[CH:11][CH:12]=[C:7]([C:5]3[CH:4]=[CH:3][NH:2][N:29]=3)[CH:8]=2)[CH:14]([CH3:25])[CH2:15]1)[CH2:20][CH2:21][CH2:22][CH2:23][CH3:24], predict the reactants needed to synthesize it. The reactants are: C[N:2](C)[CH:3]=[CH:4][C:5]([C:7]1[CH:8]=[C:9]([C:13]2([CH3:26])[CH2:18][CH2:17][N:16]([CH2:19][CH2:20][CH2:21][CH2:22][CH2:23][CH3:24])[CH2:15][CH:14]2[CH3:25])[CH:10]=[CH:11][CH:12]=1)=O.O.[NH2:29]N.